From a dataset of Forward reaction prediction with 1.9M reactions from USPTO patents (1976-2016). Predict the product of the given reaction. (1) Given the reactants [CH:1]1([C:7]2[C:8]3[CH:9]=[CH:10][C:11]([C:35]([O:37][CH3:38])=[O:36])=[CH:12][C:13]=3[N:14]3[CH:20]=[C:19]([C:21]([O:23]CC4C=CC=CC=4)=[O:22])[CH2:18][C:17]4[CH:31]=[CH:32][CH:33]=[CH:34][C:16]=4[C:15]=23)[CH2:6][CH2:5][CH2:4][CH2:3][CH2:2]1, predict the reaction product. The product is: [CH:1]1([C:7]2[C:8]3[CH:9]=[CH:10][C:11]([C:35]([O:37][CH3:38])=[O:36])=[CH:12][C:13]=3[N:14]3[CH2:20][CH:19]([C:21]([OH:23])=[O:22])[CH2:18][C:17]4[CH:31]=[CH:32][CH:33]=[CH:34][C:16]=4[C:15]=23)[CH2:2][CH2:3][CH2:4][CH2:5][CH2:6]1. (2) Given the reactants [C:1]([BH3-])#[N:2].[Na+].[Br:5][C:6]1[CH:7]=[C:8]2[C:13](=[CH:14][CH:15]=1)[O:12][C:11]([C:16]1[CH:21]=[CH:20][C:19](N)=[CH:18][CH:17]=1)=[CH:10][C:9]2=[O:23].[CH2:24]=O.[OH-].[Na+], predict the reaction product. The product is: [Br:5][C:6]1[CH:7]=[C:8]2[C:13](=[CH:14][CH:15]=1)[O:12][C:11]([C:16]1[CH:21]=[CH:20][C:19]([N:2]([CH3:1])[CH3:24])=[CH:18][CH:17]=1)=[CH:10][C:9]2=[O:23]. (3) Given the reactants [C:1]1([NH:7][C@@H:8]([CH3:12])[CH2:9][C:10]#[N:11])[CH:6]=[CH:5][CH:4]=[CH:3][CH:2]=1.S(=O)(=O)(O)[OH:14], predict the reaction product. The product is: [C:1]1([NH:7][C@@H:8]([CH3:12])[CH2:9][C:10]([NH2:11])=[O:14])[CH:6]=[CH:5][CH:4]=[CH:3][CH:2]=1. (4) The product is: [CH2:14]([O:13][C:11](=[O:12])[C:10](=[O:16])[CH2:9][C:8]([C:5]1[CH:6]=[CH:7][C:2]([Cl:1])=[C:3]([O:19][CH3:20])[CH:4]=1)([CH3:18])[CH3:17])[CH3:15]. Given the reactants [Cl:1][C:2]1[CH:7]=[CH:6][C:5]([C:8]([CH3:18])([CH3:17])[CH2:9][CH:10]([OH:16])[C:11]([O:13][CH2:14][CH3:15])=[O:12])=[CH:4][C:3]=1[O:19][CH3:20].CS(C)=O.C(N(CC)CC)C.[Cl-].[NH4+], predict the reaction product. (5) Given the reactants [NH2:1][C@@H:2]([CH2:18][C:19]1[CH:24]=[CH:23][C:22](F)=[CH:21][CH:20]=1)[C:3]([NH:5][C:6]1[CH:11]=[CH:10][CH:9]=[C:8]([C:12]2[CH:17]=[CH:16][N:15]=[CH:14][CH:13]=2)[CH:7]=1)=[O:4].C(N(C(C)C)C(C)C)C.Br[CH2:36][C:37]([O:39][C:40]([CH3:43])([CH3:42])[CH3:41])=[O:38], predict the reaction product. The product is: [O:4]=[C:3]([NH:5][C:6]1[CH:11]=[CH:10][CH:9]=[C:8]([C:12]2[CH:17]=[CH:16][N:15]=[CH:14][CH:13]=2)[CH:7]=1)[C@@H:2]([NH:1][CH2:36][C:37]([O:39][C:40]([CH3:43])([CH3:42])[CH3:41])=[O:38])[CH2:18][C:19]1[CH:24]=[CH:23][CH:22]=[CH:21][CH:20]=1. (6) Given the reactants C([N:8]1[CH2:13][CH2:12][O:11][C@H:10]([CH2:14][C:15]2[CH:20]=[CH:19][C:18]([OH:21])=[C:17]([Cl:22])[CH:16]=2)[CH2:9]1)(OC(C)(C)C)=O.[N:23]1[CH:28]=[CH:27][CH:26]=[C:25]([CH2:29]O)[CH:24]=1.CC(OC(/N=N/C(OC(C)C)=O)=O)C, predict the reaction product. The product is: [Cl:22][C:17]1[CH:16]=[C:15]([CH:20]=[CH:19][C:18]=1[O:21][CH2:29][C:25]1[CH:24]=[N:23][CH:28]=[CH:27][CH:26]=1)[CH2:14][C@H:10]1[O:11][CH2:12][CH2:13][NH:8][CH2:9]1.